This data is from Reaction yield outcomes from USPTO patents with 853,638 reactions. The task is: Predict the reaction yield, written as a fraction of the theoretical maximum amount of product (1.0 means a 100% yield; for example, 0.34 means a 34% yield). (1) The reactants are [CH3:1][C:2]1[S:3][C:4]2[C:13]3[C:12](=[CH:14][CH2:15][NH:16][C:17](=[O:19])[CH3:18])[CH2:11][CH2:10][C:9]=3[CH:8]=[CH:7][C:5]=2[N:6]=1. The catalyst is CO.[C].[Pd]. The product is [CH3:1][C:2]1[S:3][C:4]2[C:13]3[CH:12]([CH2:14][CH2:15][NH:16][C:17](=[O:19])[CH3:18])[CH2:11][CH2:10][C:9]=3[CH:8]=[CH:7][C:5]=2[N:6]=1. The yield is 0.810. (2) The reactants are C(NC(C)C)(C)C.[F:8][CH2:9][C@@H:10]1[CH2:14][N:13]([C@@H:15]([C:17]2[CH:22]=[CH:21][CH:20]=[CH:19][CH:18]=2)[CH3:16])[C:12](=[O:23])[CH2:11]1.S([O-])([O-])(=[O:26])=S.[Na+].[Na+]. The catalyst is O1CCCC1. The product is [F:8][CH2:9][C@H:10]1[CH2:14][N:13]([C@@H:15]([C:17]2[CH:22]=[CH:21][CH:20]=[CH:19][CH:18]=2)[CH3:16])[C:12](=[O:23])[C@@H:11]1[OH:26]. The yield is 0.730. (3) The product is [O:1]1[CH:5]=[CH:4][CH:3]=[C:2]1[C:6]1[CH:7]=[CH:8][C:9]([C:10]([N:12]([CH2:16][C:17]2[CH:32]=[CH:31][CH:30]=[CH:29][C:18]=2[O:19][CH2:20][CH2:21][CH2:22][CH2:23][C:24]([OH:26])=[O:25])[CH:13]([CH3:15])[CH3:14])=[O:11])=[CH:33][CH:34]=1. The reactants are [O:1]1[CH:5]=[CH:4][CH:3]=[C:2]1[C:6]1[CH:34]=[CH:33][C:9]([C:10]([N:12]([CH2:16][C:17]2[CH:32]=[CH:31][CH:30]=[CH:29][C:18]=2[O:19][CH2:20][CH2:21][CH2:22][CH2:23][C:24]([O:26]CC)=[O:25])[CH:13]([CH3:15])[CH3:14])=[O:11])=[CH:8][CH:7]=1.O.[OH-].[Li+].Cl. The yield is 0.394. The catalyst is C1COCC1.O. (4) The reactants are [Cl-].O[NH3+:3].[C:4](=[O:7])([O-])[OH:5].[Na+].CS(C)=O.[CH2:13]([N:15]1[C:20](=[O:21])[C:19]([CH2:22][C:23]2[CH:28]=[CH:27][C:26]([C:29]3[C:30]([C:35]#[N:36])=[CH:31][CH:32]=[CH:33][CH:34]=3)=[CH:25][CH:24]=2)=[C:18]([CH2:37][CH2:38][CH3:39])[N:17]2[N:40]=[CH:41][N:42]=[C:16]12)[CH3:14]. The catalyst is C(OCC)(=O)C. The product is [CH2:13]([N:15]1[C:20](=[O:21])[C:19]([CH2:22][C:23]2[CH:24]=[CH:25][C:26]([C:29]3[CH:34]=[CH:33][CH:32]=[CH:31][C:30]=3[C:35]3[NH:3][C:4](=[O:7])[O:5][N:36]=3)=[CH:27][CH:28]=2)=[C:18]([CH2:37][CH2:38][CH3:39])[N:17]2[N:40]=[CH:41][N:42]=[C:16]12)[CH3:14]. The yield is 0.340. (5) The reactants are [CH2:1]([NH:8][C:9]([C:11]1[S:15][C:14]([N:16]2[CH2:21][CH2:20][CH2:19][CH2:18][C:17]2=[O:22])=[N:13][C:12]=1[CH3:23])=[O:10])[C:2]1[CH:7]=[CH:6][CH:5]=[CH:4][CH:3]=1.Br[CH2:25][C:26]1[CH:31]=[CH:30][C:29]([O:32][CH3:33])=[CH:28][CH:27]=1. No catalyst specified. The product is [CH2:1]([NH:8][C:9]([C:11]1[S:15][C:14]([N:16]2[CH2:21][CH2:20][CH2:19][CH:18]([CH2:25][C:26]3[CH:31]=[CH:30][C:29]([O:32][CH3:33])=[CH:28][CH:27]=3)[C:17]2=[O:22])=[N:13][C:12]=1[CH3:23])=[O:10])[C:2]1[CH:7]=[CH:6][CH:5]=[CH:4][CH:3]=1. The yield is 0.280.